Dataset: Full USPTO retrosynthesis dataset with 1.9M reactions from patents (1976-2016). Task: Predict the reactants needed to synthesize the given product. (1) Given the product [Cl:8][C:9]1[CH:14]=[CH:13][C:12]([C:2]2[CH:7]=[CH:6][CH:5]=[CH:4][N:3]=2)=[CH:11][C:10]=1[C:18]([O:20][CH3:21])=[O:19], predict the reactants needed to synthesize it. The reactants are: Br[C:2]1[CH:7]=[CH:6][CH:5]=[CH:4][N:3]=1.[Cl:8][C:9]1[CH:14]=[CH:13][C:12](B(O)O)=[CH:11][C:10]=1[C:18]([O:20][CH3:21])=[O:19].C([O-])([O-])=O.[K+].[K+].CCOC(C)=O. (2) The reactants are: [CH3:1][CH2:2][N:3]([CH2:6][C:7]#[C:8][CH2:9][O:10][C:11]([C:13]([OH:26])([C:20]1[CH:25]=[CH:24][CH:23]=[CH:22][CH:21]=1)[CH:14]1[CH2:19][CH2:18][CH2:17][CH2:16][CH2:15]1)=[O:12])[CH2:4][CH3:5].Cl. Given the product [CH3:1][CH2:2][N:3]([CH2:6][C:7]#[C:8][CH2:9][O:10][C:11]([C:13]([OH:26])([CH:20]1[CH2:21][CH2:22][CH2:23][CH2:24][CH2:25]1)[C:14]1[CH:19]=[CH:18][CH:17]=[CH:16][CH:15]=1)=[O:12])[CH2:4][CH3:5], predict the reactants needed to synthesize it. (3) Given the product [CH3:17][N:3]1[C:4]2[C:9](=[CH:8][C:7]([N+:11]([O-:13])=[O:12])=[CH:6][CH:5]=2)[CH:10]=[C:2]1[CH3:1], predict the reactants needed to synthesize it. The reactants are: [CH3:1][C:2]1[NH:3][C:4]2[C:9]([CH:10]=1)=[CH:8][C:7]([N+:11]([O-:13])=[O:12])=[CH:6][CH:5]=2.[H-].[Na+].I[CH3:17].[Cl-].[NH4+]. (4) Given the product [N:21]1([C:19]([C:17]2[N:16]([CH:2]3[C:11]4[C:6](=[CH:7][C:8]([C:12]#[N:13])=[CH:9][CH:10]=4)[CH2:5][S:4][CH2:3]3)[CH:15]=[N:14][CH:18]=2)=[O:20])[CH2:25][CH2:24][CH2:23][CH2:22]1, predict the reactants needed to synthesize it. The reactants are: O[CH:2]1[C:11]2[C:6](=[CH:7][C:8]([C:12]#[N:13])=[CH:9][CH:10]=2)[CH2:5][S:4][CH2:3]1.[N:14]1[CH:18]=[C:17]([C:19]([N:21]2[CH2:25][CH2:24][CH2:23][CH2:22]2)=[O:20])[NH:16][CH:15]=1.C1(P(C2C=CC=CC=2)C2C=CC=CC=2)C=CC=CC=1.N(C(OC(C)C)=O)=NC(OC(C)C)=O. (5) Given the product [F:16][C:6]1([F:5])[O:10][C:9]2[CH:11]=[CH:12][CH:13]=[C:14]([NH:15][N:1]=[C:20]([C:19](=[O:24])[CH3:18])[C:21](=[O:23])[CH3:22])[C:8]=2[O:7]1, predict the reactants needed to synthesize it. The reactants are: [N:1]([O-])=O.[Na+].[F:5][C:6]1([F:16])[O:10][C:9]2[CH:11]=[CH:12][CH:13]=[C:14]([NH2:15])[C:8]=2[O:7]1.Cl.[CH3:18][C:19](=[O:24])[CH2:20][C:21](=[O:23])[CH3:22].C([O-])(=O)C.[Na+]. (6) Given the product [OH:1][C:2]1([C:9]2[N:10]=[CH:11][N:12]([C:14]3[CH:19]=[C:18]([NH:20][C:21]4[N:26]=[C:25]([C:27]([F:29])([F:30])[F:28])[CH:24]=[CH:23][N:22]=4)[CH:17]=[C:16]([CH3:31])[CH:15]=3)[CH:13]=2)[CH2:3][CH2:4][NH:36][C:5](=[O:8])[CH2:6][CH2:7]1, predict the reactants needed to synthesize it. The reactants are: [OH:1][C:2]1([C:9]2[N:10]=[CH:11][N:12]([C:14]3[CH:19]=[C:18]([NH:20][C:21]4[N:26]=[C:25]([C:27]([F:30])([F:29])[F:28])[CH:24]=[CH:23][N:22]=4)[CH:17]=[C:16]([CH3:31])[CH:15]=3)[CH:13]=2)[CH2:7][CH2:6][C:5](=[O:8])[CH2:4][CH2:3]1.C(Cl)(Cl)Cl.[N-:36]=[N+]=[N-].[Na+].CS(O)(=O)=O. (7) Given the product [CH3:15][C:14]([CH3:17])([CH3:16])[CH2:13][CH2:12][C:5]1[S:1][C:2]([CH:20]=[O:21])=[CH:3][CH:4]=1, predict the reactants needed to synthesize it. The reactants are: [S:1]1[CH:5]=[CH:4][CH:3]=[CH:2]1.C([Li])CCC.Cl[CH2:12][CH2:13][C:14]([CH3:17])([CH3:16])[CH3:15].CN(C)[CH:20]=[O:21].Cl. (8) Given the product [CH:30]1([CH2:29][N:7]2[C:6]([N:40]3[CH2:41][CH2:42][N:37]([S:33]([CH3:36])(=[O:35])=[O:34])[CH2:38][CH2:39]3)=[N:14][C:13]3[C:8]2=[N:9][C:10]([C:21]2[CH:22]=[N:23][C:24]([NH:27][CH3:28])=[N:25][CH:26]=2)=[N:11][C:12]=3[N:15]2[CH2:20][CH2:19][O:18][CH2:17][CH2:16]2)[CH2:32][CH2:31]1, predict the reactants needed to synthesize it. The reactants are: CS(C)=O.Cl[C:6]1[N:7]([CH2:29][CH:30]2[CH2:32][CH2:31]2)[C:8]2[C:13]([N:14]=1)=[C:12]([N:15]1[CH2:20][CH2:19][O:18][CH2:17][CH2:16]1)[N:11]=[C:10]([C:21]1[CH:22]=[N:23][C:24]([NH:27][CH3:28])=[N:25][CH:26]=1)[N:9]=2.[S:33]([N:37]1[CH2:42][CH2:41][NH:40][CH2:39][CH2:38]1)([CH3:36])(=[O:35])=[O:34]. (9) The reactants are: [Br-].[CH3:2]OC[P+](C1C=CC=CC=1)(C1C=CC=CC=1)C1C=CC=CC=1.CC(C)([O-])C.[K+].[CH:30]([CH:32]1[CH2:37][CH2:36][CH:35]([C:38]([O:40][CH3:41])=[O:39])[CH2:34][CH2:33]1)=O.O. Given the product [CH:30]([CH:32]1[CH2:37][CH2:36][CH:35]([C:38]([O:40][CH3:41])=[O:39])[CH2:34][CH2:33]1)=[CH2:2], predict the reactants needed to synthesize it. (10) Given the product [CH2:1]([C:3]1([C:9]2[CH:14]=[CH:13][N:12]=[C:11]([O:15][CH3:16])[C:10]=2[CH2:17][OH:18])[O:8][CH2:7][CH2:6][CH2:5][O:4]1)[CH3:2], predict the reactants needed to synthesize it. The reactants are: [CH2:1]([C:3]1([C:9]2[CH:14]=[CH:13][N:12]=[C:11]([O:15][CH3:16])[C:10]=2[CH:17]=[O:18])[O:8][CH2:7][CH2:6][CH2:5][O:4]1)[CH3:2].[BH4-].[Na+].